From a dataset of Full USPTO retrosynthesis dataset with 1.9M reactions from patents (1976-2016). Predict the reactants needed to synthesize the given product. (1) Given the product [NH2:19][CH2:18][CH2:17][O:16][CH2:15][CH2:14][CH2:13][CH2:12][N:6]1[C@@H:5]([CH2:4][CH2:3][CH:2]([OH:1])[CH2:20][C:21]2[CH:22]=[CH:23][CH:24]=[CH:25][CH:26]=2)[CH2:10][CH2:9][CH2:8][C:7]1=[O:11], predict the reactants needed to synthesize it. The reactants are: [OH:1][CH:2]([CH2:20][C:21]1[CH:26]=[CH:25][CH:24]=[CH:23][CH:22]=1)[CH2:3][CH2:4][C@H:5]1[CH2:10][CH2:9][CH2:8][C:7](=[O:11])[N:6]1[CH2:12][CH2:13][CH2:14][CH2:15][O:16][CH2:17][C:18]#[N:19].[H][H]. (2) Given the product [S:39]1[C:35]2[CH:34]=[CH:33][C:32]([C:2]3[N:3]=[C:4]([NH:11][C:12]4[CH:13]=[CH:14][C:15]([O:20][CH3:21])=[C:16]([O:18][CH3:19])[CH:17]=4)[C:5]4[N:6]([CH:8]=[CH:9][N:10]=4)[CH:7]=3)=[CH:40][C:36]=2[N:37]=[CH:38]1, predict the reactants needed to synthesize it. The reactants are: Br[C:2]1[N:3]=[C:4]([NH:11][C:12]2[CH:17]=[C:16]([O:18][CH3:19])[C:15]([O:20][CH3:21])=[C:14](OC)[CH:13]=2)[C:5]2[N:6]([CH:8]=[CH:9][N:10]=2)[CH:7]=1.CC1(C)C(C)(C)OB([C:32]2[CH:33]=[CH:34][C:35]3[S:39][CH:38]=[N:37][C:36]=3[CH:40]=2)O1. (3) Given the product [O:36]=[C:29]1[C:9]2[C:4](=[CH:5][C:6]([NH:10][CH:11]([C:15]3[CH:20]=[CH:19][C:18]([F:45])=[C:17]([O:23][CH3:24])[CH:16]=3)[C:12]([OH:14])=[O:13])=[CH:7][CH:8]=2)[C:1](=[O:3])[NH:2]1, predict the reactants needed to synthesize it. The reactants are: [C:1]([C:4]1[CH:5]=[C:6]([NH:10][CH:11]([C:15]2[CH:20]=[CH:19][C:18](OC)=[C:17]([O:23][CH3:24])[CH:16]=2)[C:12]([OH:14])=[O:13])[CH:7]=[CH:8][CH:9]=1)(=[O:3])[NH2:2].NC1C=C2C(=CC=1)C(=O)N[C:29]2=[O:36].COC1C=C(B(O)O)C=CC=1[F:45].O.C(O)(=O)C=O. (4) Given the product [F:39][C:36]1[CH:37]=[CH:38][C:33]([N:20]2[C:19]([CH2:18][CH2:17][CH2:16][CH2:15][C:14]([O:13][C:9]([CH3:10])([CH3:12])[CH3:11])=[O:40])=[CH:28][C:27]3[C:22](=[CH:23][CH:24]=[C:25]([CH2:29][OH:30])[CH:26]=3)[C:21]2=[O:32])=[CH:34][CH:35]=1, predict the reactants needed to synthesize it. The reactants are: ClC(OCC(C)C)=O.[C:9]([O:13][C:14](=[O:40])[CH2:15][CH2:16][CH2:17][CH2:18][C:19]1[N:20]([C:33]2[CH:38]=[CH:37][C:36]([F:39])=[CH:35][CH:34]=2)[C:21](=[O:32])[C:22]2[C:27]([CH:28]=1)=[CH:26][C:25]([C:29](O)=[O:30])=[CH:24][CH:23]=2)([CH3:12])([CH3:11])[CH3:10].CCN(C(C)C)C(C)C.[BH4-].[Na+]. (5) Given the product [Cl:1][C:2]1[CH:23]=[CH:22][C:5]([O:6][C:7]2[CH:8]=[C:9]([CH:18]([OH:21])[CH2:19][CH3:20])[CH:10]=[CH:11][C:12]=2[CH:13]=[O:14])=[C:4]([CH3:24])[C:3]=1[CH3:25], predict the reactants needed to synthesize it. The reactants are: [Cl:1][C:2]1[CH:23]=[CH:22][C:5]([O:6][C:7]2[CH:8]=[C:9]([CH:18]([OH:21])[CH2:19][CH3:20])[CH:10]=[CH:11][C:12]=2[CH:13](OC)[O:14]C)=[C:4]([CH3:24])[C:3]=1[CH3:25].Cl. (6) The reactants are: [C:1]([O:5][C:6]([NH:8][CH2:9][CH2:10][CH2:11][CH2:12][C:13]([OH:15])=O)=[O:7])([CH3:4])([CH3:3])[CH3:2].CCN=C=NCCCN(C)C.Cl.C1C=CC2N(O)N=NC=2C=1.[NH2:38][C:39]1[CH:40]=[C:41]([CH:44]=[CH:45][C:46]=1[NH:47][CH2:48][CH2:49][CH3:50])[C:42]#[N:43]. Given the product [C:1]([O:5][C:6](=[O:7])[NH:8][CH2:9][CH2:10][CH2:11][CH2:12][C:13](=[O:15])[NH:38][C:39]1[CH:40]=[C:41]([C:42]#[N:43])[CH:44]=[CH:45][C:46]=1[NH:47][CH2:48][CH2:49][CH3:50])([CH3:2])([CH3:3])[CH3:4], predict the reactants needed to synthesize it. (7) Given the product [NH2:28][C:3]1[C:4]([Cl:27])=[CH:5][C:6]([CH2:8][NH:9][C:10]([NH2:26])=[N:11][C:12](=[O:25])[CH:13]([C:14]2[C:22]3[C:17](=[CH:18][CH:19]=[CH:20][CH:21]=3)[NH:16][CH:15]=2)[CH3:33])=[CH:7][C:2]=1[Cl:1], predict the reactants needed to synthesize it. The reactants are: [Cl:1][C:2]1[CH:7]=[C:6]([CH2:8][NH:9][C:10]([NH2:26])=[N:11][C:12](=[O:25])[CH2:13][C:14]2[C:22]3[C:17](=[CH:18][CH:19]=[C:20](OC)[CH:21]=3)[NH:16][CH:15]=2)[CH:5]=[C:4]([Cl:27])[C:3]=1[NH:28]C(=O)C.N1C2C(=CC=CC=2)C(C(C)C(O)=O)=[CH:33]1.COC1C=C2C(=CC=1)NC=C2CC(N(C(SC)=N)C(=O)OC(C)(C)C)=O.ClC1C=C(C=C(Cl)C=1N)CN.